Predict the reaction yield, written as a fraction of the theoretical maximum amount of product (1.0 means a 100% yield; for example, 0.34 means a 34% yield). From a dataset of Reaction yield outcomes from USPTO patents with 853,638 reactions. (1) The reactants are [CH2:1]([C:3]1[N:8]([C:9]2[CH:14]=[CH:13][C:12]([O:15][C@@H:16]3[CH2:21][CH2:20][CH2:19][CH2:18][C@H:17]3[OH:22])=[CH:11][CH:10]=2)[C:7](=[O:23])[C:6]([CH2:24][C:25]2[CH:30]=[CH:29][C:28]([C:31]3[CH:36]=[CH:35][CH:34]=[CH:33][C:32]=3[C:37]3[NH:41][C:40](=[O:42])[O:39][N:38]=3)=[CH:27][CH:26]=2)=[C:5]([CH2:43][CH2:44][CH3:45])[N:4]=1)[CH3:2].CC(OI1(OC(C)=O)(OC(C)=O)OC(=O)C2C1=CC=CC=2)=O.C(OCC)(=O)C.S([O-])([O-])(=O)=S.[Na+].[Na+]. The catalyst is ClCCl.O. The product is [CH2:1]([C:3]1[N:8]([C:9]2[CH:10]=[CH:11][C:12]([O:15][CH:16]3[CH2:21][CH2:20][CH2:19][CH2:18][C:17]3=[O:22])=[CH:13][CH:14]=2)[C:7](=[O:23])[C:6]([CH2:24][C:25]2[CH:30]=[CH:29][C:28]([C:31]3[CH:36]=[CH:35][CH:34]=[CH:33][C:32]=3[C:37]3[NH:41][C:40](=[O:42])[O:39][N:38]=3)=[CH:27][CH:26]=2)=[C:5]([CH2:43][CH2:44][CH3:45])[N:4]=1)[CH3:2]. The yield is 0.650. (2) The catalyst is ClCCl. The yield is 0.448. The reactants are [CH3:1][S:2]([C:5]1[CH:10]=[CH:9][CH:8]=[CH:7][C:6]=1[S:11](Cl)(=[O:13])=[O:12])(=[O:4])=[O:3].O.[C:16]1([OH:24])[CH:23]=[C:21]([CH3:22])[CH:20]=[C:18]([OH:19])[CH:17]=1.C([O-])(O)=O.[Na+].O. The product is [CH3:1][S:2]([C:5]1[CH:10]=[CH:9][CH:8]=[CH:7][C:6]=1[S:11]([O:19][C:18]1[CH:20]=[C:21]([CH3:22])[CH:23]=[C:16]([OH:24])[CH:17]=1)(=[O:13])=[O:12])(=[O:4])=[O:3]. (3) The reactants are Br[C:2]1[CH:3]=[CH:4][C:5]([CH:8]([F:10])[F:9])=[N:6][CH:7]=1.Cl.[CH3:12][NH:13]OC.C1(P(C2C=CC=CC=2)C2[C:36]3[O:35]C4C(=CC=CC=4P(C4C=CC=CC=4)C4C=CC=CC=4)C(C)(C)C=3C=CC=2)C=CC=CC=1.P([O-])([O-])([O-])=O.[K+].[K+].[K+].[C:66](=[O:69])(O)[O-].[Na+]. The catalyst is C1(C)C=CC=C(C)C=1.C([O-])(=O)C.[Pd+2].C([O-])(=O)C. The product is [F:9][CH:8]([F:10])[C:5]1[N:6]=[CH:7][C:2]([C:66]([N:13]([O:35][CH3:36])[CH3:12])=[O:69])=[CH:3][CH:4]=1. The yield is 0.480. (4) The reactants are [NH2:1][C:2]1[CH:3]=[C:4]([OH:12])[C:5](=[CH:10][CH:11]=1)[C:6]([O:8][CH3:9])=[O:7].[Br:13][C:14]1[S:18][C:17]([S:19](Cl)(=[O:21])=[O:20])=[CH:16][C:15]=1[Cl:23]. No catalyst specified. The product is [Br:13][C:14]1[S:18][C:17]([S:19]([NH:1][C:2]2[CH:11]=[CH:10][C:5]([C:6]([O:8][CH3:9])=[O:7])=[C:4]([OH:12])[CH:3]=2)(=[O:21])=[O:20])=[CH:16][C:15]=1[Cl:23]. The yield is 0.610. (5) The reactants are N[C:2]1[CH:7]=[CH:6][C:5]([C:8]2[C:9]([NH2:24])=[N:10][C:11]([NH2:23])=[N:12][C:13]=2[CH2:14][O:15][CH2:16][C:17]2[CH:22]=[CH:21][CH:20]=[CH:19][CH:18]=2)=[CH:4][CH:3]=1.[OH:25]S(O)(=O)=O.NC1C=CC=CC=1.N([O-])=O.[Na+].C([O-])(O)=O.[Na+]. The catalyst is O.CO.C(OCC)(=O)C. The product is [NH2:23][C:11]1[N:10]=[C:9]([NH2:24])[C:8]([C:5]2[CH:6]=[CH:7][C:2]([OH:25])=[CH:3][CH:4]=2)=[C:13]([CH2:14][O:15][CH2:16][C:17]2[CH:22]=[CH:21][CH:20]=[CH:19][CH:18]=2)[N:12]=1. The yield is 0.920. (6) The reactants are [O:1]([C:8]1[CH:13]=[CH:12][C:11]([CH2:14][C:15]([OH:17])=O)=[CH:10][CH:9]=1)[C:2]1[CH:7]=[CH:6][CH:5]=[CH:4][CH:3]=1.[CH2:18](Cl)CCl.C1C=CC2N(O)N=NC=2C=1.CCN(CC)CC.[CH3:39][N:40]1[CH2:45][CH2:44][N:43]([C:46]2[C:54]3[C:49](=[CH:50][C:51]([NH2:55])=[CH:52][CH:53]=3)[NH:48][N:47]=2)[CH2:42][CH2:41]1. The catalyst is CN(C=O)C.C(OCC)(=O)C. The product is [CH2:2]([O:1][C:8]1[CH:9]=[CH:10][C:11]([CH2:14][C:15]([NH:55][C:51]2[CH:50]=[C:49]3[C:54]([C:46]([N:43]4[CH2:44][CH2:45][N:40]([CH3:39])[CH2:41][CH2:42]4)=[N:47][NH:48]3)=[CH:53][CH:52]=2)=[O:17])=[CH:12][CH:13]=1)[C:7]1[CH:6]=[CH:5][CH:4]=[CH:3][CH:18]=1. The yield is 0.340. (7) The reactants are O[Li].O.C[O:5][C:6](=[O:25])[C:7]1[CH:12]=[C:11]([N:13]2[CH:17]=[N:16][N:15]=[N:14]2)[CH:10]=[C:9]([C:18]2[CH:23]=[CH:22][C:21]([CH3:24])=[CH:20][N:19]=2)[CH:8]=1. The catalyst is O.C1COCC1. The product is [CH3:24][C:21]1[CH:22]=[CH:23][C:18]([C:9]2[CH:8]=[C:7]([CH:12]=[C:11]([N:13]3[CH:17]=[N:16][N:15]=[N:14]3)[CH:10]=2)[C:6]([OH:25])=[O:5])=[N:19][CH:20]=1. The yield is 0.930. (8) The reactants are O=[C:2]([C:8]1[CH:13]=[CH:12][C:11]([S:14][C:15]2[CH:20]=[CH:19][CH:18]=[CH:17][CH:16]=2)=[CH:10][CH:9]=1)[CH2:3][CH2:4][C:5]([OH:7])=[O:6]. The catalyst is Cl. The product is [C:15]1([S:14][C:11]2[CH:10]=[CH:9][C:8]([CH2:2][CH2:3][CH2:4][C:5]([OH:7])=[O:6])=[CH:13][CH:12]=2)[CH:16]=[CH:17][CH:18]=[CH:19][CH:20]=1. The yield is 0.810. (9) The reactants are C(OC([N:8]1[CH2:12][C@H:11]([OH:13])[CH2:10][C@H:9]1[C:14]([OH:16])=[O:15])=O)(C)(C)C.[H-].[Na+].[CH3:19]I.[ClH:21]. The catalyst is ClCCl.O1CCOCC1. The product is [ClH:21].[CH3:19][O:13][C@H:11]1[CH2:12][NH:8][C@H:9]([C:14]([OH:16])=[O:15])[CH2:10]1. The yield is 0.920.